This data is from Experimentally validated miRNA-target interactions with 360,000+ pairs, plus equal number of negative samples. The task is: Binary Classification. Given a miRNA mature sequence and a target amino acid sequence, predict their likelihood of interaction. (1) The miRNA is hsa-miR-548j-3p with sequence CAAAAACUGCAUUACUUUUGC. The protein sequence of the target gene is MAARTAFGAVCRRLWQGLGNFSVNTSKGNTAKNGGLLLSTNMKWVQFSNLHVDVPKDLTKPVVTISDEPDILYKRLSVLVKGHDKAVLDSYEYFAVLAAKELGISIKVHEPPRKIERFTLLQSVHIYKKHRVQYEMRTLYRCLELEHLTGSTADVYLEYIQRNLPEGVAMEVTKTQLEQLPEHIKEPIWETLSEEKEESKS. Result: 1 (interaction). (2) The miRNA is hsa-miR-3180-5p with sequence CUUCCAGACGCUCCGCCCCACGUCG. The protein sequence of the target gene is MLLPSDVARLVLGYLQQENLISTCQTFILESSDLKEYAEHCTDEGFIPACLLSLFGKNLTTILNEYVAMKTKETSNNVPAIMSSLWKKLDHTLSQIRSMQSSPRFAGSQRARTRTGIAEIKRQRKLASQTAPASAELLTLPYLSGQFTTPPSTGTQVTRPSGQISDPSRSYFVVVNHSQSQDTVTTGEALNVIPGAQEKKAHASLMSPGRRKSESQRKSTTLSGPHSTIRNFQDPNAFAVEKQMVIENAREKILSNKSLQEKLAENINKFLTSDNNIAQVPKQTDNNPTEPETSIDEFLG.... Result: 1 (interaction). (3) The miRNA is hsa-miR-5581-5p with sequence AGCCUUCCAGGAGAAAUGGAGA. The protein sequence of the target gene is MFSFEGDFKTRPKVSLGGASRKEEKASLLHRTQEERRKREEERRRLKNAIIIQSFIRGYRDRKQQYSIQRSAFDRCATLSQSGGAFPIANGPNLTLLVRQLLFFYKQNEDSKRLIWLYQNLIKHSSLFVKQLDGSERLTCLFQIKRLMSLCCRLLQNCNDDSLNVALPMRMLEVFSSENTYLPVLQDASYVVSVIEQILHYMIHNGYYRSLYLLINSKLPSSIEYSDLSRVPIAKILLENVLKPLHFTYNSCPEGARQQVFTAFTEEFLAAPFTDQIFHFIIPALADAQTVFPYEPFLNA.... Result: 1 (interaction). (4) The miRNA is rno-miR-221-5p with sequence ACCUGGCAUACAAUGUAGAUUUC. Result: 0 (no interaction). The protein sequence of the target gene is MNRSHRHGAGSGCLGTMEVKSKFGAEFRRFSLERSKPGKFEEFYGLLQHVHKIPNVDVLVGYADIHGDLLPINNDDNYHKAVSTANPLLRIFIQKKEEADYSAFGTDTLIKKKNVLTNVLRPDNHRKKPHIVISMPQDFRPVSSIIDVDILPETHRRVRLYKYGTEKPLGFYIRDGSSVRVTPHGLEKVPGIFISRLVPGGLAQSTGLLAVNDEVLEVNGIEVSGKSLDQVTDMMIANSRNLIITVRPANQRNNVVRNSRTSGSSGQSTDNSLLGYPQQIEPSFEPEDEDSEEDDIIIED.... (5) The miRNA is hsa-miR-5572 with sequence GUUGGGGUGCAGGGGUCUGCU. The protein sequence of the target gene is MKMHLQRALVVLALLNFATVSLSLSTCTTLDFGHIKKKRVEAIRGQILSKLRLTSPPEPTVMTHVPYQVLALYNSTRELLEEMHGEREEGCTQENTESEYYAKEIHKFDMIQGLAEHNELAVCPKGITSKVFRFNVSSVEKNRTNLFRAEFRVLRVPNPSSKRNEQRIELFQILRPDEHIAKQRYIGGKNLPTRGTAEWLSFDVTDTVREWLLRRESNLGLEISIHCPCHTFQPNGDILENIHEVMEIKFKGVDNEDDHGRGDLGRLKKQKDHHNPHLILMMIPPHRLDNPGQGGQRKKR.... Result: 0 (no interaction). (6) The miRNA is mmu-miR-1839-5p with sequence AAGGUAGAUAGAACAGGUCUUG. The protein sequence of the target gene is MSGTRASNDRPPGAGGVKRGRLQQEAAATGSRVTVVLGAQWGDEGKGKVVDLLATDADIISRCQGGNNAGHTVVVDGKEYDFHLLPSGIINTKAVSFIGNGVVIHLPGLFEEAEKNEKKGLKDWEKRLIISDRAHLVFDFHQAVDGLQEVQRQAQEGKNIGTTKKGIGPTYSSKAARTGLRICDLLSDFDEFSSRFKNLAHQHQSMFPTLEIDIEGQLKRLKGFAERIRPMVRDGVYFMYEALHGPPKKILVEGANAALLDIDFGTYPFVTSSNCTVGGVCTGLGIPPQNIGDVYGVVKA.... Result: 0 (no interaction).